Task: Predict which catalyst facilitates the given reaction.. Dataset: Catalyst prediction with 721,799 reactions and 888 catalyst types from USPTO (1) Reactant: [CH3:1][O:2][C:3]([C@@H:5]1[CH2:9][C@H:8]([O:10][C:11]2[CH:20]=[C:19]3[C:14]([C:15](Cl)=[N:16][CH:17]=[N:18]3)=[CH:13][CH:12]=2)[CH2:7][N:6]1C(OC(C)(C)C)=O)=[O:4].[Cl:29][C:30]1[C:31]([F:37])=[C:32]([CH:34]=[CH:35][CH:36]=1)[NH2:33].Cl. Product: [Cl:29][C:30]1[C:31]([F:37])=[C:32]([NH:33][C:15]2[C:14]3[C:19](=[CH:20][C:11]([O:10][C@@H:8]4[CH2:7][NH:6][C@H:5]([C:3]([O:2][CH3:1])=[O:4])[CH2:9]4)=[CH:12][CH:13]=3)[N:18]=[CH:17][N:16]=2)[CH:34]=[CH:35][CH:36]=1. The catalyst class is: 880. (2) Reactant: [CH3:1][CH:2]([C:4]1[S:8][CH:7]=[N:6][C:5]=1[C:9]([O:11]C)=[O:10])[CH3:3].[OH-].[Na+]. Product: [CH3:3][CH:2]([C:4]1[S:8][CH:7]=[N:6][C:5]=1[C:9]([OH:11])=[O:10])[CH3:1]. The catalyst class is: 5. (3) Reactant: C(C1C(=O)C(Cl)=C(Cl)C(=O)C=1C#N)#N.[CH2:15]([CH:17]([N:20]1[C:28]2[N:27]3[N:29]=[C:30]([CH3:34])[C:31]([CH:32]=O)=[C:26]3[N:25]=[C:24]([CH3:35])[C:23]=2[CH2:22][CH2:21]1)[CH2:18][CH3:19])[CH3:16].[C:36]1([NH2:43])[CH:41]=[CH:40][CH:39]=[CH:38][C:37]=1[NH2:42].[OH-].[Na+]. Product: [NH:42]1[C:37]2[CH:38]=[CH:39][CH:40]=[CH:41][C:36]=2[N:43]=[C:32]1[C:31]1[C:30]([CH3:34])=[N:29][N:27]2[C:28]3[N:20]([CH:17]([CH2:18][CH3:19])[CH2:15][CH3:16])[CH2:21][CH2:22][C:23]=3[C:24]([CH3:35])=[N:25][C:26]=12. The catalyst class is: 10. (4) Reactant: C(OC([N:8]1[C:16]2[C:11](=[CH:12][C:13]([O:17][CH2:18][C:19]3[CH:24]=[CH:23][CH:22]=[CH:21][CH:20]=3)=[CH:14][CH:15]=2)[C:10]([C:25]2[N:26](C(OC(C)(C)C)=O)[C:27]3[C:32]([CH:33]=2)=[CH:31][C:30]([O:34][CH2:35][CH2:36][N:37]2[CH2:42][CH2:41][O:40][CH2:39][CH2:38]2)=[CH:29][CH:28]=3)=[N:9]1)=O)(C)(C)C.Cl. Product: [CH2:18]([O:17][C:13]1[CH:12]=[C:11]2[C:16](=[CH:15][CH:14]=1)[NH:8][N:9]=[C:10]2[C:25]1[NH:26][C:27]2[C:32]([CH:33]=1)=[CH:31][C:30]([O:34][CH2:35][CH2:36][N:37]1[CH2:38][CH2:39][O:40][CH2:41][CH2:42]1)=[CH:29][CH:28]=2)[C:19]1[CH:24]=[CH:23][CH:22]=[CH:21][CH:20]=1. The catalyst class is: 12. (5) Reactant: [CH3:1][C:2]([CH3:5])([O-])[CH3:3].[K+].[CH2:7]([C:14]([C:16]1[CH:24]=[CH:23][C:21]([OH:22])=[C:18]([O:19][CH3:20])[CH:17]=1)=O)C1C=CC=CC=1.O1C[CH2:28][CH2:27][CH2:26]1. Product: [CH:14]([C:16]1[CH:24]=[CH:23][C:21]([O:22][CH2:1][C:2]2[CH:5]=[CH:28][CH:27]=[CH:26][CH:3]=2)=[C:18]([O:19][CH3:20])[CH:17]=1)=[CH2:7]. The catalyst class is: 629. (6) Reactant: [C:1]1(=[O:8])[CH2:6][CH2:5][CH2:4][C:3](=O)[CH2:2]1.[NH2:9][CH2:10][C:11]([O:13][C:14]([CH3:17])([CH3:16])[CH3:15])=[O:12].O.C1(C)C=CC(S(O)(=O)=O)=CC=1.O. Product: [O:8]=[C:1]1[CH2:6][CH2:5][CH2:4][C:3]([NH:9][CH2:10][C:11]([O:13][C:14]([CH3:17])([CH3:16])[CH3:15])=[O:12])=[CH:2]1. The catalyst class is: 11. (7) Reactant: [Cl:1][C:2]1[N:7]=[C:6]([NH:8][C:9]2[CH:10]=[C:11]3[C:15](=[CH:16][CH:17]=2)[NH:14][N:13]=[CH:12]3)[CH:5]=[C:4](Cl)[N:3]=1.[N:19]1([C:25]([O:27][C:28]([CH3:31])([CH3:30])[CH3:29])=[O:26])[CH2:24][CH2:23][NH:22][CH2:21][CH2:20]1.O. Product: [NH:14]1[C:15]2[C:11](=[CH:10][C:9]([NH:8][C:6]3[N:7]=[C:2]([Cl:1])[N:3]=[C:4]([N:22]4[CH2:21][CH2:20][N:19]([C:25]([O:27][C:28]([CH3:31])([CH3:30])[CH3:29])=[O:26])[CH2:24][CH2:23]4)[CH:5]=3)=[CH:17][CH:16]=2)[CH:12]=[N:13]1. The catalyst class is: 14. (8) Reactant: [F:1][C:2]([F:18])([F:17])[C:3]1[CH:16]=[CH:15][C:14]2[S:13][C:12]3[C:7](=[CH:8][CH:9]=[CH:10][CH:11]=3)[NH:6][C:5]=2[CH:4]=1.CN(C=O)C.Br[CH2:25][CH2:26][CH2:27][Cl:28]. Product: [Cl:28][CH2:27][CH2:26][CH2:25][N:6]1[C:5]2[CH:4]=[C:3]([C:2]([F:1])([F:17])[F:18])[CH:16]=[CH:15][C:14]=2[S:13][C:12]2[C:7]1=[CH:8][CH:9]=[CH:10][CH:11]=2. The catalyst class is: 170. (9) Reactant: O1CCCCC1[N:7]1[CH:11]=[C:10]([NH:12][C:13]([C:15]2[CH:20]=[CH:19][CH:18]=[CH:17][N:16]=2)=[O:14])[C:9]([C:21]([NH:23][CH2:24][CH2:25][C:26]([F:29])([F:28])[F:27])=[O:22])=[N:8]1.O.C1(C)C=CC(S(O)(=O)=O)=CC=1. Product: [F:28][C:26]([F:27])([F:29])[CH2:25][CH2:24][NH:23][C:21]([C:9]1[C:10]([NH:12][C:13]([C:15]2[CH:20]=[CH:19][CH:18]=[CH:17][N:16]=2)=[O:14])=[CH:11][NH:7][N:8]=1)=[O:22]. The catalyst class is: 8.